Dataset: Reaction yield outcomes from USPTO patents with 853,638 reactions. Task: Predict the reaction yield, written as a fraction of the theoretical maximum amount of product (1.0 means a 100% yield; for example, 0.34 means a 34% yield). (1) The product is [CH3:48][N:45]1[CH:46]=[CH:47][C:42]([NH:41][C:37]([CH:16]2[CH:15]([C:11]3[CH:12]=[CH:13][CH:14]=[C:9]([Cl:8])[C:10]=3[F:40])[C:19]([C:22]3[CH:27]=[CH:26][C:25]([Cl:28])=[CH:24][C:23]=3[F:29])([C:20]#[N:21])[CH:18]([CH2:30][C:31]([CH3:36])([CH3:35])[CH2:32][CH2:33][OH:34])[NH:17]2)=[O:38])=[CH:43][C:44]1=[O:49]. The catalyst is C(Cl)Cl. The reactants are FC(F)(F)C(O)=O.[Cl:8][C:9]1[C:10]([F:40])=[C:11]([CH:15]2[C:19]([C:22]3[CH:27]=[CH:26][C:25]([Cl:28])=[CH:24][C:23]=3[F:29])([C:20]#[N:21])[CH:18]([CH2:30][C:31]([CH3:36])([CH3:35])[CH2:32][CH2:33][OH:34])[NH:17][CH:16]2[C:37](O)=[O:38])[CH:12]=[CH:13][CH:14]=1.[NH2:41][C:42]1[CH:47]=[CH:46][N:45]([CH3:48])[C:44](=[O:49])[CH:43]=1.CN(C(ON1N=NC2C=CC=NC1=2)=[N+](C)C)C.F[P-](F)(F)(F)(F)F.CCN(C(C)C)C(C)C. The yield is 0.0510. (2) The reactants are [CH3:1][O:2][C:3](=[O:15])[CH2:4][C:5]1[CH:10]=[CH:9][C:8]([C:11]([CH3:14])([CH3:13])[CH3:12])=[CH:7][CH:6]=1.[CH3:16]I.[NH4+].[Cl-]. The catalyst is C1COCC1. The product is [CH3:1][O:2][C:3](=[O:15])[CH:4]([C:5]1[CH:6]=[CH:7][C:8]([C:11]([CH3:12])([CH3:14])[CH3:13])=[CH:9][CH:10]=1)[CH3:16]. The yield is 0.890. (3) The reactants are Br[C:2]1[CH:3]=[C:4]([CH2:8][CH2:9][NH:10][C:11](=[O:17])[O:12][C:13]([CH3:16])([CH3:15])[CH3:14])[CH:5]=[CH:6][CH:7]=1.[CH3:18][N:19](C=O)C. The catalyst is CCOC(C)=O.[C-]#N.[Zn+2].[C-]#N.C1C=CC([P]([Pd]([P](C2C=CC=CC=2)(C2C=CC=CC=2)C2C=CC=CC=2)([P](C2C=CC=CC=2)(C2C=CC=CC=2)C2C=CC=CC=2)[P](C2C=CC=CC=2)(C2C=CC=CC=2)C2C=CC=CC=2)(C2C=CC=CC=2)C2C=CC=CC=2)=CC=1. The product is [C:18]([C:2]1[CH:3]=[C:4]([CH2:8][CH2:9][NH:10][C:11](=[O:17])[O:12][C:13]([CH3:16])([CH3:15])[CH3:14])[CH:5]=[CH:6][CH:7]=1)#[N:19]. The yield is 0.643. (4) The reactants are Br[C:2]1[CH:3]=[CH:4][C:5]([F:8])=[N:6][CH:7]=1.[B-](F)(F)(F)[C:10]([CH3:12])=[CH2:11].[K+].C(=O)([O-])[O-].[K+].[K+]. The catalyst is O1CCOCC1.O.CC(P(C(C)(C)C)C1C=CC(N(C)C)=CC=1)(C)C.CC(P(C(C)(C)C)C1C=CC(N(C)C)=CC=1)(C)C.Cl[Pd]Cl. The product is [F:8][C:5]1[CH:4]=[CH:3][C:2]([C:10]([CH3:12])=[CH2:11])=[CH:7][N:6]=1. The yield is 0.890.